Dataset: Catalyst prediction with 721,799 reactions and 888 catalyst types from USPTO. Task: Predict which catalyst facilitates the given reaction. (1) The catalyst class is: 8. Product: [NH2:1][C:4]1[C:9]([C:10]([OH:12])=[O:11])=[C:8]([O:13][CH3:14])[C:7]([O:15][CH3:16])=[CH:6][CH:5]=1. Reactant: [N+:1]([C:4]1[C:9]([C:10]([OH:12])=[O:11])=[C:8]([O:13][CH3:14])[C:7]([O:15][CH3:16])=[CH:6][CH:5]=1)([O-])=O. (2) Reactant: [CH:1]1[CH:6]=[CH:5][CH:4]=[CH:3][CH:2]=1.C(OCC)(=O)C=C.C([O-])(=O)C.[Na+].C(CC(=O)C)(=O)C.C(O)(=O)CC.O=O.[C:33]([O:43][CH2:44][CH3:45])(=[O:42])[CH:34]=[CH:35][C:36]1[CH:41]=[CH:40][CH:39]=[CH:38][CH:37]=1. Product: [C:1]1([C:35]([C:36]2[CH:37]=[CH:38][CH:39]=[CH:40][CH:41]=2)=[CH:34][C:33]([O:43][CH2:44][CH3:45])=[O:42])[CH:6]=[CH:5][CH:4]=[CH:3][CH:2]=1. The catalyst class is: 167. (3) Reactant: [OH-].[K+].[NH2:3][C:4]1[C:9]([C:10]([O:12]C)=[O:11])=[CH:8][C:7]([C:14]2[CH:15]=[N:16][N:17]([CH:19]3[CH2:24][CH2:23][N:22]([CH3:25])[CH2:21][CH2:20]3)[CH:18]=2)=[CH:6][N:5]=1.Cl. Product: [NH2:3][C:4]1[C:9]([C:10]([OH:12])=[O:11])=[CH:8][C:7]([C:14]2[CH:15]=[N:16][N:17]([CH:19]3[CH2:24][CH2:23][N:22]([CH3:25])[CH2:21][CH2:20]3)[CH:18]=2)=[CH:6][N:5]=1. The catalyst class is: 24. (4) Reactant: [C:1]([O:5][C:6]([N:8]1[CH2:14][CH2:13][CH2:12][N:11]([C:15]2[NH:19][C:18]3[CH:20]=[CH:21][CH:22]=[CH:23][C:17]=3[N:16]=2)[CH2:10][CH2:9]1)=[O:7])([CH3:4])([CH3:3])[CH3:2].[H-].[Na+].Br[CH2:27][CH:28]1[CH2:30][CH2:29]1. Product: [C:1]([O:5][C:6]([N:8]1[CH2:14][CH2:13][CH2:12][N:11]([C:15]2[N:16]([CH2:27][CH:28]3[CH2:30][CH2:29]3)[C:17]3[CH:23]=[CH:22][CH:21]=[CH:20][C:18]=3[N:19]=2)[CH2:10][CH2:9]1)=[O:7])([CH3:4])([CH3:2])[CH3:3]. The catalyst class is: 9. (5) Reactant: [Na].[C:2]([O:10][CH2:11][CH3:12])(=[O:9])[CH2:3][C:4]([O:6]CC)=O.[N:13]([CH2:16][C:17]1[CH:22]=[CH:21][C:20]([O:23][CH3:24])=[CH:19][CH:18]=1)=[N+:14]=[N-:15]. Product: [OH:6][C:4]1[N:13]([CH2:16][C:17]2[CH:22]=[CH:21][C:20]([O:23][CH3:24])=[CH:19][CH:18]=2)[N:14]=[N:15][C:3]=1[C:2]([O:10][CH2:11][CH3:12])=[O:9]. The catalyst class is: 8. (6) Reactant: Cl[C:2]1[CH:7]=[C:6]([N:8]2[CH2:11][CH:10]([O:12][C:13]3[CH:18]=[CH:17][C:16]([F:19])=[CH:15][CH:14]=3)[CH2:9]2)[CH:5]=[CH:4][N:3]=1.[NH2:20][C:21]1[CH:22]=[C:23]([CH:28]=[CH:29][CH:30]=1)[C:24]([NH:26][CH3:27])=[O:25].FC(F)(F)C(O)=O. Product: [F:19][C:16]1[CH:17]=[CH:18][C:13]([O:12][CH:10]2[CH2:11][N:8]([C:6]3[CH:5]=[CH:4][N:3]=[C:2]([NH:20][C:21]4[CH:22]=[C:23]([CH:28]=[CH:29][CH:30]=4)[C:24]([NH:26][CH3:27])=[O:25])[CH:7]=3)[CH2:9]2)=[CH:14][CH:15]=1. The catalyst class is: 41. (7) Reactant: O.[C:2]([NH:9][C:10](=[NH:19])[NH:11]C(OC(C)(C)C)=O)([O:4][C:5]([CH3:8])([CH3:7])[CH3:6])=[O:3]. Product: [C:5]([O:4][C:2]([NH:9][C:10]([NH2:19])=[NH:11])=[O:3])([CH3:8])([CH3:6])[CH3:7]. The catalyst class is: 237. (8) Reactant: [CH3:1][O:2][C:3]([C:5]1([N:13]([OH:26])[C:14](=[O:25])[CH2:15][C:16]2[C:21]([CH3:22])=[CH:20][C:19]([CH3:23])=[CH:18][C:17]=2[CH3:24])[CH2:10][CH2:9][N:8]([O:11][CH3:12])[CH2:7][CH2:6]1)=[O:4].[H-].[Na+].[CH2:29](Br)[C:30]#[CH:31]. Product: [CH3:1][O:2][C:3]([C:5]1([N:13]([O:26][CH2:31][C:30]#[CH:29])[C:14](=[O:25])[CH2:15][C:16]2[C:17]([CH3:24])=[CH:18][C:19]([CH3:23])=[CH:20][C:21]=2[CH3:22])[CH2:6][CH2:7][N:8]([O:11][CH3:12])[CH2:9][CH2:10]1)=[O:4]. The catalyst class is: 7. (9) Product: [NH:42]1[CH:39]=[CH:40][CH2:41][CH2:36][CH2:37]1.[PH:23](=[O:34])([O:14][CH2:13][CH3:12])[O:1][CH2:57][CH3:59]. Reactant: [O-:1]S(C(F)(F)F)(=O)=O.OC1C=[C:12](C=CC=1)[CH:13]=[O:14].C1CN([P+:23]([O:34]N2N=[N:42][C:37]3C=[CH:39][CH:40]=[CH:41][C:36]2=3)(N2CCCC2)N2CCCC2)CC1.F[P-](F)(F)(F)(F)F.CCN([CH:57]([CH3:59])C)C(C)C. The catalyst class is: 3.